This data is from Forward reaction prediction with 1.9M reactions from USPTO patents (1976-2016). The task is: Predict the product of the given reaction. (1) Given the reactants [Cl:1][C:2]1[CH:3]=[C:4]([CH:12]=[CH:13][C:14]=1[Cl:15])[CH2:5][NH:6][C:7]([CH3:11])([CH3:10])[CH2:8][OH:9].S(=O)(=O)(O)O, predict the reaction product. The product is: [Cl:1][C:2]1[CH:3]=[C:4]([CH:12]=[CH:13][C:14]=1[Cl:15])[CH2:5][N:6]1[C:7]([CH3:11])([CH3:10])[CH2:8][O:9][CH:4]([CH2:5][NH2:6])[CH2:3]1. (2) Given the reactants [F:1][C:2]1[CH:10]=[CH:9][CH:8]=[C:7]2[C:3]=1[C:4]([CH3:12])([CH3:11])[CH2:5][NH:6]2.Cl.CN(C)CCCN=C=NCC.[CH3:25][N:26]1[C:31](=[O:32])[CH:30]=[C:29]([N:33]2[CH2:38][CH2:37][O:36][CH2:35][CH2:34]2)[N:28]=[C:27]1[CH2:39][C:40]([O-])=[O:41].[Na+].O, predict the reaction product. The product is: [F:1][C:2]1[CH:10]=[CH:9][CH:8]=[C:7]2[C:3]=1[C:4]([CH3:12])([CH3:11])[CH2:5][N:6]2[C:40](=[O:41])[CH2:39][C:27]1[N:26]([CH3:25])[C:31](=[O:32])[CH:30]=[C:29]([N:33]2[CH2:38][CH2:37][O:36][CH2:35][CH2:34]2)[N:28]=1. (3) Given the reactants COC1C=C(OC)C=CC=1C[O:6][N:7](CC1C(OC)=CC(OC)=CC=1OC)[C:8](=[O:27])[CH2:9][CH2:10][S:11]([N:14]1[CH2:19][CH2:18][N:17]([C:20]2[CH:25]=[CH:24][C:23]([F:26])=[CH:22][CH:21]=2)[CH2:16][CH2:15]1)(=[O:13])=[O:12].C([SiH](CC)CC)C.FC(F)(F)C(O)=O, predict the reaction product. The product is: [OH:6][NH:7][C:8](=[O:27])[CH2:9][CH2:10][S:11]([N:14]1[CH2:19][CH2:18][N:17]([C:20]2[CH:25]=[CH:24][C:23]([F:26])=[CH:22][CH:21]=2)[CH2:16][CH2:15]1)(=[O:12])=[O:13].